Dataset: Full USPTO retrosynthesis dataset with 1.9M reactions from patents (1976-2016). Task: Predict the reactants needed to synthesize the given product. (1) Given the product [CH2:1]([C@H:8]1[CH2:13][CH2:12][N:11]([CH2:14][CH2:15][S:16]([C:19]2[CH:20]=[CH:21][C:22]([O:25][P:26](=[O:27])([OH:35])[OH:43])=[CH:23][CH:24]=2)(=[O:18])=[O:17])[CH2:10][C@H:9]1[OH:44])[C:2]1[CH:3]=[CH:4][CH:5]=[CH:6][CH:7]=1, predict the reactants needed to synthesize it. The reactants are: [CH2:1]([C@H:8]1[CH2:13][CH2:12][N:11]([CH2:14][CH2:15][S:16]([C:19]2[CH:24]=[CH:23][C:22]([O:25][P:26](=[O:43])([O:35]CC3C=CC=CC=3)[O:27]CC3C=CC=CC=3)=[CH:21][CH:20]=2)(=[O:18])=[O:17])[CH2:10][C@H:9]1[OH:44])[C:2]1[CH:7]=[CH:6][CH:5]=[CH:4][CH:3]=1. (2) Given the product [CH:26]1([CH2:25][O:24][C:19]2[CH:20]=[CH:21][C:22]3[C:17]([CH:18]=2)=[N:16][N:15]([C:12]2[CH:11]=[CH:10][C:9]([OH:8])=[CH:14][CH:13]=2)[CH:23]=3)[CH2:27][CH2:28]1, predict the reactants needed to synthesize it. The reactants are: C([O:8][C:9]1[CH:14]=[CH:13][C:12]([N:15]2[CH:23]=[C:22]3[C:17]([CH:18]=[C:19]([O:24][CH2:25][CH:26]4[CH2:28][CH2:27]4)[CH:20]=[CH:21]3)=[N:16]2)=[CH:11][CH:10]=1)C1C=CC=CC=1.C(OC1C=CC(N2C3C(=CC=C(OCC4CC4)C=3)C=N2)=CC=1)C1C=CC=CC=1. (3) The reactants are: [NH2:1][C:2]1[CH:7]=[CH:6][C:5]([N:8]2[CH2:13][CH2:12][CH2:11][CH2:10][C:9]2=O)=[C:4]([CH3:15])[CH:3]=1.COC1C=CC(P2(=S)SP(=S)(C3C=CC(OC)=CC=3)[S:25]2)=CC=1. Given the product [NH2:1][C:2]1[CH:7]=[CH:6][C:5]([N:8]2[CH2:13][CH2:12][CH2:11][CH2:10][C:9]2=[S:25])=[C:4]([CH3:15])[CH:3]=1, predict the reactants needed to synthesize it. (4) The reactants are: C([O-])(O)=O.[Na+].[Cl:6][C:7]1[CH:12]=[CH:11][CH:10]=[C:9]([Cl:13])[C:8]=1[C:14]1[C:18]([C:19](Cl)=[O:20])=[C:17]([CH3:22])[O:16][N:15]=1.[CH2:23]([O:26][C:27](=[O:35])[C:28]1[CH:33]=[CH:32][CH:31]=[CH:30][C:29]=1[NH2:34])[CH:24]=[CH2:25]. Given the product [CH2:23]([O:26][C:27](=[O:35])[C:28]1[CH:33]=[CH:32][CH:31]=[CH:30][C:29]=1[NH:34][C:19]([C:18]1[C:14]([C:8]2[C:7]([Cl:6])=[CH:12][CH:11]=[CH:10][C:9]=2[Cl:13])=[N:15][O:16][C:17]=1[CH3:22])=[O:20])[CH:24]=[CH2:25], predict the reactants needed to synthesize it. (5) Given the product [CH3:1][O:2][C:3]1[CH:8]=[C:7]([N+:9]([O-:11])=[O:10])[CH:6]=[CH:5][C:4]=1[O:12][CH2:21][CH2:22][N:23]1[CH2:28][CH2:27][O:26][CH2:25][CH2:24]1, predict the reactants needed to synthesize it. The reactants are: [CH3:1][O:2][C:3]1[CH:8]=[C:7]([N+:9]([O-:11])=[O:10])[CH:6]=[CH:5][C:4]=1[OH:12].C(=O)([O-])[O-].[K+].[K+].Cl.Cl[CH2:21][CH2:22][N:23]1[CH2:28][CH2:27][O:26][CH2:25][CH2:24]1. (6) Given the product [S:21]([C:15]1[C:16]([N+:18]([O-:20])=[O:19])=[CH:17][C:12]([C:10]([O:9][CH2:8][CH2:7][CH:1]2[CH2:2][CH2:3][CH2:4][CH2:5][CH2:6]2)=[O:11])=[CH:13][C:14]=1[N+:25]([O-:27])=[O:26])([OH:24])(=[O:23])=[O:22], predict the reactants needed to synthesize it. The reactants are: [CH:1]1([CH2:7][CH2:8][O:9][C:10]([C:12]2[CH:17]=[C:16]([N+:18]([O-:20])=[O:19])[C:15]([S:21]([O-:24])(=[O:23])=[O:22])=[C:14]([N+:25]([O-:27])=[O:26])[CH:13]=2)=[O:11])[CH2:6][CH2:5][CH2:4][CH2:3][CH2:2]1.[Na+]. (7) Given the product [Cl:42][C:39]1[CH:40]=[CH:41][C:36]([CH2:35][O:34][C:31]2[CH:32]=[CH:33][N:28]([C:25]3[CH:24]=[CH:23][C:22]([O:21][CH2:20][CH2:19][N:16]4[CH2:17][CH2:18][C@@H:14]([OH:13])[CH2:15]4)=[CH:27][CH:26]=3)[C:29](=[O:43])[CH:30]=2)=[N:37][CH:38]=1, predict the reactants needed to synthesize it. The reactants are: C1COCC1.[Si]([O:13][C@@H:14]1[CH2:18][CH2:17][N:16]([CH2:19][CH2:20][O:21][C:22]2[CH:27]=[CH:26][C:25]([N:28]3[CH:33]=[CH:32][C:31]([O:34][CH2:35][C:36]4[CH:41]=[CH:40][C:39]([Cl:42])=[CH:38][N:37]=4)=[CH:30][C:29]3=[O:43])=[CH:24][CH:23]=2)[CH2:15]1)(C(C)(C)C)(C)C.